From a dataset of Catalyst prediction with 721,799 reactions and 888 catalyst types from USPTO. Predict which catalyst facilitates the given reaction. (1) Product: [S:5]1[CH2:4][CH:3]=[C:2]([C:8]2[CH:13]=[CH:12][C:11]([NH2:14])=[CH:10][CH:9]=2)[CH2:7][CH2:6]1. Reactant: O[C:2]1([C:8]2[CH:13]=[CH:12][C:11]([NH:14]C(=O)OC(C)(C)C)=[CH:10][CH:9]=2)[CH2:7][CH2:6][S:5][CH2:4][CH2:3]1.FC(F)(F)C(O)=O.C([SiH](CC)CC)C.C(=O)([O-])[O-].[Na+].[Na+]. The catalyst class is: 2. (2) Reactant: Cl.[CH3:2][NH:3][CH2:4][CH2:5][CH2:6][CH2:7][C:8]([O:10][CH3:11])=[O:9].[C:12]1([C:33]2[CH:38]=[CH:37][CH:36]=[CH:35][CH:34]=2)[CH:17]=[CH:16][CH:15]=[CH:14][C:13]=1[NH:18][C:19]([O:21][CH:22]1[CH2:27][CH2:26][N:25]([CH2:28][CH2:29][C:30](O)=[O:31])[CH2:24][CH2:23]1)=[O:20].ON1C2N=CC=CC=2N=N1.N1C(C)=CC=CC=1C.CCN=C=NCCCN(C)C.Cl.C(=O)(O)[O-].[Na+]. Product: [CH3:11][O:10][C:8](=[O:9])[CH2:7][CH2:6][CH2:5][CH2:4][NH:3][CH2:2][C:30](=[O:31])[CH2:29][CH2:28][N:25]1[CH2:26][CH2:27][CH:22]([O:21][C:19](=[O:20])[NH:18][C:13]2[CH:14]=[CH:15][CH:16]=[CH:17][C:12]=2[C:33]2[CH:34]=[CH:35][CH:36]=[CH:37][CH:38]=2)[CH2:23][CH2:24]1. The catalyst class is: 61. (3) Reactant: [Cl:1][C:2]1[C:7]([CH3:8])=[CH:6][CH:5]=[C:4](F)[C:3]=1[O:10][CH3:11].C[Si](C)(C)[N-:14][Si](C)(C)C.[K+].O.S(=O)(=O)(O)O.[C:28]1([CH3:34])[CH:33]=CC=C[CH:29]=1. Product: [Cl:1][C:2]1[C:3]([O:10][CH3:11])=[C:4]([C:28]([CH3:34])([CH3:33])[C:29]#[N:14])[CH:5]=[CH:6][C:7]=1[CH3:8]. The catalyst class is: 13. (4) Reactant: [F:1][C:2]1[CH:7]=[CH:6][C:5]([C:8]2[C:9]([C:21]3[CH:26]=[CH:25][CH:24]=[C:23]([CH3:27])[N:22]=3)=[N:10][N:11](COCC[Si](C)(C)C)[CH:12]=2)=[CH:4][C:3]=1[C:28]1[S:32][C:31]([S:33]([NH2:36])(=[O:35])=[O:34])=[CH:30][CH:29]=1.Cl.C(=O)(O)[O-].[Na+]. Product: [F:1][C:2]1[CH:7]=[CH:6][C:5]([C:8]2[C:9]([C:21]3[CH:26]=[CH:25][CH:24]=[C:23]([CH3:27])[N:22]=3)=[N:10][NH:11][CH:12]=2)=[CH:4][C:3]=1[C:28]1[S:32][C:31]([S:33]([NH2:36])(=[O:34])=[O:35])=[CH:30][CH:29]=1. The catalyst class is: 8. (5) Reactant: [CH3:1][CH:2]1[CH2:8][C:7](=[O:9])[CH2:6][CH2:5][CH:4]([C:10]2[N:11]([CH3:18])[N:12]=[CH:13][C:14]=2[N+:15]([O-:17])=[O:16])[O:3]1.CCC(C)[BH-](C(C)CC)C(C)CC.[Li+]. Product: [CH3:1][CH:2]1[CH2:8][CH:7]([OH:9])[CH2:6][CH2:5][CH:4]([C:10]2[N:11]([CH3:18])[N:12]=[CH:13][C:14]=2[N+:15]([O-:17])=[O:16])[O:3]1. The catalyst class is: 1. (6) Product: [C:1]([NH:4][C:5]([CH2:22][C:21]1[CH:24]=[CH:25][C:18]([C:16]#[N:17])=[CH:19][CH:20]=1)([C:11]([O:13][CH2:14][CH3:15])=[O:12])[C:6]([O:8][CH2:9][CH3:10])=[O:7])(=[O:3])[CH3:2]. Reactant: [C:1]([NH:4][CH:5]([C:11]([O:13][CH2:14][CH3:15])=[O:12])[C:6]([O:8][CH2:9][CH3:10])=[O:7])(=[O:3])[CH3:2].[C:16]([C:18]1[CH:25]=[CH:24][C:21]([CH2:22]Br)=[CH:20][CH:19]=1)#[N:17].CC[O-].[Na+].O. The catalyst class is: 14. (7) Reactant: FC(F)(F)C(O)=O.[CH2:8]([O:12][C:13]1[N:21]=[C:20]2[C:16]([N:17]=[C:18]([O:22][CH3:23])[NH:19]2)=[C:15]([NH2:24])[N:14]=1)[CH2:9][CH2:10][CH3:11].C(=O)([O-])[O-].[K+].[K+].Br[CH2:32][CH2:33][N:34]1[CH2:39][CH2:38][N:37]([C:40]([O:42][C:43]([CH3:46])([CH3:45])[CH3:44])=[O:41])[CH2:36][CH2:35]1. Product: [NH2:24][C:15]1[N:14]=[C:13]([O:12][CH2:8][CH2:9][CH2:10][CH3:11])[N:21]=[C:20]2[C:16]=1[N:17]=[C:18]([O:22][CH3:23])[N:19]2[CH2:32][CH2:33][N:34]1[CH2:39][CH2:38][N:37]([C:40]([O:42][C:43]([CH3:44])([CH3:46])[CH3:45])=[O:41])[CH2:36][CH2:35]1. The catalyst class is: 3.